From a dataset of Catalyst prediction with 721,799 reactions and 888 catalyst types from USPTO. Predict which catalyst facilitates the given reaction. Reactant: P(Cl)(Cl)([Cl:3])=O.[CH3:6][O:7][C:8]1[C:16]2[O:15][C:14]([CH3:18])([CH3:17])[CH2:13][C:12]=2[CH:11]=[C:10]([CH2:19][CH2:20][NH:21][C:22](=O)[C:23]2[CH:28]=[CH:27][CH:26]=[CH:25][CH:24]=2)[CH:9]=1.[OH-].[Na+]. Product: [ClH:3].[CH3:6][O:7][C:8]1[CH:9]=[C:10]2[C:11](=[C:12]3[CH2:13][C:14]([CH3:18])([CH3:17])[O:15][C:16]=13)[C:22]([C:23]1[CH:28]=[CH:27][CH:26]=[CH:25][CH:24]=1)=[N:21][CH2:20][CH2:19]2. The catalyst class is: 113.